Dataset: Full USPTO retrosynthesis dataset with 1.9M reactions from patents (1976-2016). Task: Predict the reactants needed to synthesize the given product. (1) Given the product [NH2:10][C:11]1([CH3:25])[CH2:16][CH2:15][N:14]([C:17]([C:19]2[CH:20]=[CH:21][N:22]=[CH:23][CH:24]=2)=[O:18])[CH2:13][CH2:12]1, predict the reactants needed to synthesize it. The reactants are: C(OC(=O)[NH:10][C:11]1([CH3:25])[CH2:16][CH2:15][N:14]([C:17]([C:19]2[CH:24]=[CH:23][N:22]=[CH:21][CH:20]=2)=[O:18])[CH2:13][CH2:12]1)C1C=CC=CC=1.I[Si](C)(C)C. (2) Given the product [CH3:1][O:2][C:3](=[O:15])[C:4]1[CH:5]=[C:6]([I:14])[C:7]([CH3:13])=[C:8]([NH2:10])[CH:9]=1, predict the reactants needed to synthesize it. The reactants are: [CH3:1][O:2][C:3](=[O:15])[C:4]1[CH:9]=[C:8]([N+:10]([O-])=O)[C:7]([CH3:13])=[C:6]([I:14])[CH:5]=1. (3) Given the product [CH3:13][O:14][N:15]=[C:7]1[C:6]2[CH:5]=[CH:4][CH:3]=[C:2]([Br:1])[C:10]=2[O:9][CH2:8]1, predict the reactants needed to synthesize it. The reactants are: [Br:1][C:2]1[C:10]2[O:9][CH2:8][C:7](=O)[C:6]=2[CH:5]=[CH:4][CH:3]=1.[Cl-].[CH3:13][O:14][NH3+:15].C([O-])(=O)C.[Na+]. (4) Given the product [CH3:13][CH:14]([CH2:16][CH:17]([NH:21][C:10]([C:8]1[CH:7]=[CH:6][C:5]2[O:1][CH2:2][O:3][C:4]=2[CH:9]=1)=[O:11])[CH2:18][CH2:19][CH3:20])[CH3:15], predict the reactants needed to synthesize it. The reactants are: [O:1]1[C:5]2[CH:6]=[CH:7][C:8]([C:10](Cl)=[O:11])=[CH:9][C:4]=2[O:3][CH2:2]1.[CH3:13][CH:14]([CH2:16][CH:17]([NH2:21])[CH2:18][CH2:19][CH3:20])[CH3:15]. (5) Given the product [CH3:58][O:57][C:50]1[CH:49]=[C:48]2[C:53](=[CH:52][C:51]=1[CH:66]([OH:65])[CH:75]([OH:80])[CH3:76])[N:54]=[CH:55][CH:56]=[CH:47]2, predict the reactants needed to synthesize it. The reactants are: CC[C@H]1[C@H]2C[C@H]([C@H](OC3C4C(=CC=CC=4)C(O[C@H]([C:47]4[CH:56]=[CH:55][N:54]=[C:53]5[C:48]=4[CH:49]=[C:50]([O:57][CH3:58])[CH:51]=[CH:52]5)[C@@H]4N5C[C@H](CC)[C@@H](CC5)C4)=NN=3)[C:47]3[CH:56]=[CH:55][N:54]=[C:53]4[C:48]=3[CH:49]=[C:50]([O:57][CH3:58])[CH:51]=[CH:52]4)N(CC2)C1.CS(N)(=O)=O.C[O:65][C:66]1C=C2C(=C[C:75]=1[CH:76]=CC)N=CC=C2.S([O-])([O-])=[O:80].[Na+].[Na+].[Cl-].[Na+].